Dataset: NCI-60 drug combinations with 297,098 pairs across 59 cell lines. Task: Regression. Given two drug SMILES strings and cell line genomic features, predict the synergy score measuring deviation from expected non-interaction effect. (1) Drug 1: CC1OCC2C(O1)C(C(C(O2)OC3C4COC(=O)C4C(C5=CC6=C(C=C35)OCO6)C7=CC(=C(C(=C7)OC)O)OC)O)O. Drug 2: C1=CC(=CC=C1CCCC(=O)O)N(CCCl)CCCl. Cell line: M14. Synergy scores: CSS=40.5, Synergy_ZIP=-4.56, Synergy_Bliss=6.96, Synergy_Loewe=6.79, Synergy_HSA=7.74. (2) Drug 1: CS(=O)(=O)C1=CC(=C(C=C1)C(=O)NC2=CC(=C(C=C2)Cl)C3=CC=CC=N3)Cl. Drug 2: CC(C)NC(=O)C1=CC=C(C=C1)CNNC.Cl. Cell line: HOP-62. Synergy scores: CSS=-1.85, Synergy_ZIP=0.641, Synergy_Bliss=-1.14, Synergy_Loewe=-6.86, Synergy_HSA=-4.69. (3) Drug 1: CC1C(C(CC(O1)OC2CC(CC3=C2C(=C4C(=C3O)C(=O)C5=C(C4=O)C(=CC=C5)OC)O)(C(=O)CO)O)N)O.Cl. Drug 2: CC12CCC3C(C1CCC2=O)CC(=C)C4=CC(=O)C=CC34C. Cell line: NCIH23. Synergy scores: CSS=1.52, Synergy_ZIP=0.851, Synergy_Bliss=2.50, Synergy_Loewe=2.29, Synergy_HSA=2.25. (4) Drug 1: C1C(C(OC1N2C=NC(=NC2=O)N)CO)O. Drug 2: CC1C(C(CC(O1)OC2CC(CC3=C2C(=C4C(=C3O)C(=O)C5=C(C4=O)C(=CC=C5)OC)O)(C(=O)CO)O)N)O.Cl. Cell line: MDA-MB-231. Synergy scores: CSS=36.0, Synergy_ZIP=-5.46, Synergy_Bliss=-5.34, Synergy_Loewe=-19.6, Synergy_HSA=-1.80. (5) Drug 1: CNC(=O)C1=NC=CC(=C1)OC2=CC=C(C=C2)NC(=O)NC3=CC(=C(C=C3)Cl)C(F)(F)F. Drug 2: C1CN(P(=O)(OC1)NCCCl)CCCl. Cell line: MDA-MB-435. Synergy scores: CSS=0.0820, Synergy_ZIP=2.40, Synergy_Bliss=4.24, Synergy_Loewe=-2.22, Synergy_HSA=-1.97.